From a dataset of Orexin1 receptor HTS with 218,158 compounds and 233 confirmed actives. Binary Classification. Given a drug SMILES string, predict its activity (active/inactive) in a high-throughput screening assay against a specified biological target. The molecule is O=c1n(nc(n2c1ccc2)C)CC(=O)NCCCc1ccccc1. The result is 0 (inactive).